Dataset: Catalyst prediction with 721,799 reactions and 888 catalyst types from USPTO. Task: Predict which catalyst facilitates the given reaction. (1) Reactant: [NH2:1][C:2]1[C:7]([N+:8]([O-:10])=[O:9])=[CH:6][C:5]([CH3:11])=[C:4]([Cl:12])[CH:3]=1.[H-].[Na+].Br[CH2:16][CH2:17][CH2:18][C:19]1[CH:24]=[CH:23][CH:22]=[CH:21][CH:20]=1. Product: [Cl:12][C:4]1[C:5]([CH3:11])=[CH:6][C:7]([N+:8]([O-:10])=[O:9])=[C:2]([CH:3]=1)[NH:1][CH2:16][CH2:17][CH2:18][C:19]1[CH:24]=[CH:23][CH:22]=[CH:21][CH:20]=1. The catalyst class is: 3. (2) Reactant: [C:1]([N:4]1[C:13]2[C:8](=[CH:9][C:10]([Br:14])=[CH:11][CH:12]=2)[C@H:7]([NH:15]C=O)[CH2:6][C@@H:5]1[CH3:18])(=[O:3])[CH3:2].Cl.[OH-].[Na+]. Product: [C:1]([N:4]1[C:13]2[C:8](=[CH:9][C:10]([Br:14])=[CH:11][CH:12]=2)[C@H:7]([NH2:15])[CH2:6][C@@H:5]1[CH3:18])(=[O:3])[CH3:2]. The catalyst class is: 5. (3) Reactant: [S:1]1[CH:5]=[CH:4][CH:3]=[C:2]1[CH2:6][C:7]([O:9][CH3:10])=[O:8].CS([C:15]1[N:20]=[C:19]([O:21][CH3:22])[CH:18]=[C:17]([O:23][CH3:24])[N:16]=1)(=O)=O.C([O-])([O-])=[O:26].[K+].[K+].O. Product: [CH3:24][O:23][C:17]1[CH:18]=[C:19]([O:21][CH3:22])[N:20]=[C:15]([O:26][CH:6]([C:2]2[S:1][CH:5]=[CH:4][CH:3]=2)[C:7]([O:9][CH3:10])=[O:8])[N:16]=1. The catalyst class is: 3.